Dataset: Full USPTO retrosynthesis dataset with 1.9M reactions from patents (1976-2016). Task: Predict the reactants needed to synthesize the given product. (1) Given the product [CH3:1][NH:2][C@H:3]([C:12]([NH:14][C@H:15]([C:20]([N:22]([C@@H:24]([CH:33]([CH3:35])[CH3:34])/[CH:25]=[C:26](/[C:27]([OH:29])=[O:28])\[CH3:32])[CH3:23])=[O:21])[C:16]([CH3:19])([CH3:18])[CH3:17])=[O:13])[C:4]([C:7]1[S:8][CH:9]=[CH:10][CH:11]=1)([CH3:5])[CH3:6], predict the reactants needed to synthesize it. The reactants are: [CH3:1][NH:2][C@H:3]([C:12]([NH:14][C@H:15]([C:20]([N:22]([C@@H:24]([CH:33]([CH3:35])[CH3:34])/[CH:25]=[C:26](\[CH3:32])/[C:27]([O:29]CC)=[O:28])[CH3:23])=[O:21])[C:16]([CH3:19])([CH3:18])[CH3:17])=[O:13])[C:4]([C:7]1[S:8][CH:9]=[CH:10][CH:11]=1)([CH3:6])[CH3:5].[OH-].[Li+]. (2) Given the product [Cl:3][C:4]1[CH:9]=[CH:8][C:7]([C:10]2[CH:15]=[CH:14][CH:13]=[CH:12][C:11]=2[O:16][CH2:17][C:18]([OH:20])=[O:19])=[CH:6][C:5]=1[C:23]([NH:25][CH2:26][C:27]12[CH2:36][CH:31]3[CH2:30][CH:29]([CH2:35][CH:33]([CH2:32]3)[CH2:34]1)[CH2:28]2)=[O:24], predict the reactants needed to synthesize it. The reactants are: [OH-].[K+].[Cl:3][C:4]1[CH:9]=[CH:8][C:7]([C:10]2[CH:15]=[CH:14][CH:13]=[CH:12][C:11]=2[O:16][CH2:17][C:18]([O:20]CC)=[O:19])=[CH:6][C:5]=1[C:23]([NH:25][CH2:26][C:27]12[CH2:36][CH:31]3[CH2:32][CH:33]([CH2:35][CH:29]([CH2:30]3)[CH2:28]1)[CH2:34]2)=[O:24]. (3) Given the product [CH2:14]([C:2]1[CH:7]=[C:6]([N+:8]([O-:10])=[O:9])[CH:5]=[CH:4][C:3]=1[CH3:11])[CH:13]=[CH2:12], predict the reactants needed to synthesize it. The reactants are: Br[C:2]1[CH:7]=[C:6]([N+:8]([O-:10])=[O:9])[CH:5]=[CH:4][C:3]=1[CH3:11].[CH2:12]([Sn](CCCC)(CCCC)CCCC)[CH:13]=[CH2:14]. (4) The reactants are: FC(F)(F)S(OS(C(F)(F)F)(=O)=O)(=O)=[O:4].C(C1C=CC=[C:22]([C:26]([CH3:29])([CH3:28])C)[N:21]=1)(C)(C)C.[F:30][C:31]1[CH:36]=[C:35]([CH3:37])[CH:34]=[CH:33][C:32]=1[C:38]1[S:39][C:40]2[C:45]([N:46]=1)=[CH:44][CH:43]=[C:42]([C:47]([C:49]1[CH:54]=[CH:53][CH:52]=[CH:51][CH:50]=1)=[CH2:48])[N:41]=2.[OH2:55].Cl[CH2:57][CH2:58]Cl. Given the product [F:30][C:31]1[CH:36]=[C:35]([CH:34]=[CH:33][C:32]=1[C:38]1[S:39][C:40]2[C:45]([N:46]=1)=[CH:44][CH:43]=[C:42]([C:47]1([C:49]3[CH:50]=[CH:51][CH:52]=[CH:53][CH:54]=3)[CH2:58][CH2:57][CH2:48]1)[N:41]=2)[CH2:37][N:21]1[CH2:22][CH:26]([C:28]([OH:4])=[O:55])[CH2:29]1, predict the reactants needed to synthesize it. (5) Given the product [C:27]1([CH2:22][CH2:23][CH2:24][C:25]#[C:26][C:5]2[CH:6]=[CH:7][CH:8]=[C:3]([C:2]([F:1])([F:20])[F:21])[CH:4]=2)[CH:32]=[CH:31][CH:30]=[CH:29][CH:28]=1, predict the reactants needed to synthesize it. The reactants are: [F:1][C:2]([F:21])([F:20])[C:3]1[CH:4]=[C:5](OS(C2C=CC(C)=CC=2)(=O)=O)[CH:6]=[CH:7][CH:8]=1.[CH2:22]([C:27]1[CH:32]=[CH:31][CH:30]=[CH:29][CH:28]=1)[CH2:23][CH2:24][C:25]#[CH:26].